From a dataset of NCI-60 drug combinations with 297,098 pairs across 59 cell lines. Regression. Given two drug SMILES strings and cell line genomic features, predict the synergy score measuring deviation from expected non-interaction effect. Drug 1: CCCS(=O)(=O)NC1=C(C(=C(C=C1)F)C(=O)C2=CNC3=C2C=C(C=N3)C4=CC=C(C=C4)Cl)F. Drug 2: C(CN)CNCCSP(=O)(O)O. Cell line: UO-31. Synergy scores: CSS=-0.633, Synergy_ZIP=-2.14, Synergy_Bliss=-4.86, Synergy_Loewe=-6.02, Synergy_HSA=-5.12.